This data is from Reaction yield outcomes from USPTO patents with 853,638 reactions. The task is: Predict the reaction yield, written as a fraction of the theoretical maximum amount of product (1.0 means a 100% yield; for example, 0.34 means a 34% yield). The reactants are [F:1][C:2]1[C:3](B2OC(C)(C)C(C)(C)O2)=[CH:4][CH:5]=[C:6]2[C:10]=1[N:9]([Si](C(C)C)(C(C)C)C(C)C)[CH:8]=[CH:7]2.[NH2:30][C:31]1[C:36]([F:37])=[C:35](Cl)[N:34]=[C:33]([C:39]([O:41][CH3:42])=[O:40])[C:32]=1[Cl:43].[F-].[Cs+]. The catalyst is Cl[Pd](Cl)([P](C1C=CC=CC=1)(C1C=CC=CC=1)C1C=CC=CC=1)[P](C1C=CC=CC=1)(C1C=CC=CC=1)C1C=CC=CC=1.C(#N)C.O. The product is [NH2:30][C:31]1[C:36]([F:37])=[C:35]([C:3]2[C:2]([F:1])=[C:10]3[C:6]([CH:7]=[CH:8][NH:9]3)=[CH:5][CH:4]=2)[N:34]=[C:33]([C:39]([O:41][CH3:42])=[O:40])[C:32]=1[Cl:43]. The yield is 0.520.